This data is from Forward reaction prediction with 1.9M reactions from USPTO patents (1976-2016). The task is: Predict the product of the given reaction. Given the reactants C([O:8][C:9]1[N:14]=[C:13]2[NH:15][CH:16]=[N:17][C:12]2=[CH:11][CH:10]=1)C1C=CC=CC=1.[CH2:18]([C:20]1[CH:25]=[CH:24][CH:23]=[CH:22][C:21]=1B(O)O)[CH3:19], predict the reaction product. The product is: [CH2:18]([C:20]1[CH:25]=[CH:24][CH:23]=[CH:22][C:21]=1[N:15]1[C:13]2=[N:14][C:9]([OH:8])=[CH:10][CH:11]=[C:12]2[N:17]=[CH:16]1)[CH3:19].